From a dataset of Full USPTO retrosynthesis dataset with 1.9M reactions from patents (1976-2016). Predict the reactants needed to synthesize the given product. (1) Given the product [F:36][C:26]1[CH:25]=[CH:24][C:23]([C:2]2[CH:11]=[CH:10][N:9]=[C:8]3[C:3]=2[CH:4]=[CH:5][C:6]([C:12]([F:15])([F:14])[F:13])=[N:7]3)=[CH:35][C:27]=1[CH2:28][N:29]1[CH2:30][CH2:31][O:32][CH2:33][CH2:34]1, predict the reactants needed to synthesize it. The reactants are: Cl[C:2]1[CH:11]=[CH:10][N:9]=[C:8]2[C:3]=1[CH:4]=[CH:5][C:6]([C:12]([F:15])([F:14])[F:13])=[N:7]2.CC1(C)COB([C:23]2[CH:24]=[CH:25][C:26]([F:36])=[C:27]([CH:35]=2)[CH2:28][N:29]2[CH2:34][CH2:33][O:32][CH2:31][CH2:30]2)OC1. (2) Given the product [CH2:26]([N:17]1[CH:18]([C:22]([F:23])([F:24])[F:25])[CH2:19][CH2:20][CH2:21][CH:16]1[C:14]1[CH:15]=[C:10]([CH:5]([CH2:6][CH:7]([CH3:9])[CH3:8])[C:4]([OH:43])=[O:3])[CH:11]=[C:12]([C:33]2[CH:34]=[CH:35][C:36]([C:39]([F:40])([F:41])[F:42])=[CH:37][CH:38]=2)[CH:13]=1)[C:27]1[CH:28]=[CH:29][CH:30]=[CH:31][CH:32]=1, predict the reactants needed to synthesize it. The reactants are: C([O:3][C:4](=[O:43])[CH:5]([C:10]1[CH:11]=[C:12]([C:33]2[CH:38]=[CH:37][C:36]([C:39]([F:42])([F:41])[F:40])=[CH:35][CH:34]=2)[CH:13]=[C:14]([CH:16]2[CH2:21][CH2:20][CH2:19][CH:18]([C:22]([F:25])([F:24])[F:23])[N:17]2[CH2:26][C:27]2[CH:32]=[CH:31][CH:30]=[CH:29][CH:28]=2)[CH:15]=1)[CH2:6][CH:7]([CH3:9])[CH3:8])C.[OH-].[K+]. (3) The reactants are: O[CH:2]([P:9](=[O:14])([O:12][CH3:13])[O:10][CH3:11])[C:3]1[CH:8]=[CH:7][CH:6]=[CH:5][CH:4]=1.N1C=CC=CC=1.S(Br)([Br:23])=O. Given the product [Br:23][CH:2]([P:9](=[O:14])([O:12][CH3:13])[O:10][CH3:11])[C:3]1[CH:8]=[CH:7][CH:6]=[CH:5][CH:4]=1, predict the reactants needed to synthesize it. (4) Given the product [CH3:1][O:2][C:3](=[O:15])[C:4]1[CH:13]=[C:12]([I:14])[CH:11]=[C:6]([C:7]([OH:9])=[O:8])[CH:5]=1, predict the reactants needed to synthesize it. The reactants are: [CH3:1][O:2][C:3](=[O:15])[C:4]1[CH:13]=[C:12]([I:14])[CH:11]=[C:6]([C:7]([O:9]C)=[O:8])[CH:5]=1.[OH-].[Na+].Cl. (5) Given the product [CH2:23]([O:26][C:27]([C:2]1[C:3]2[N:4]([C:8]([C:11]3[CH:16]=[CH:15][C:14]([F:17])=[CH:13][CH:12]=3)=[N:9][CH:10]=2)[CH:5]=[CH:6][CH:7]=1)=[O:29])[CH3:24], predict the reactants needed to synthesize it. The reactants are: Br[C:2]1[C:3]2[N:4]([C:8]([C:11]3[CH:16]=[CH:15][C:14]([F:17])=[CH:13][CH:12]=3)=[N:9][CH:10]=2)[CH:5]=[CH:6][CH:7]=1.CCN([CH2:23][CH3:24])CC.[C]=[O:26].[CH2:27]([OH:29])C. (6) Given the product [Br:1][C:2]1[CH:7]=[CH:6][C:5]2[C:8]3([O:26][C:27](=[O:28])[C:4]=2[CH:3]=1)[CH2:9][CH2:10][N:11]([C:14]([C:16]1[C:24]2[C:19](=[CH:20][C:21]([Cl:25])=[CH:22][CH:23]=2)[N:18]([C:33](=[O:34])[C:32]2[CH:31]=[C:30]([F:29])[CH:38]=[C:37]([F:39])[CH:36]=2)[CH:17]=1)=[O:15])[CH2:12][CH2:13]3, predict the reactants needed to synthesize it. The reactants are: [Br:1][C:2]1[CH:7]=[CH:6][C:5]2[C:8]3([O:26][C:27](=[O:28])[C:4]=2[CH:3]=1)[CH2:13][CH2:12][N:11]([C:14]([C:16]1[C:24]2[C:19](=[CH:20][C:21]([Cl:25])=[CH:22][CH:23]=2)[NH:18][CH:17]=1)=[O:15])[CH2:10][CH2:9]3.[F:29][C:30]1[CH:31]=[C:32]([CH:36]=[C:37]([F:39])[CH:38]=1)[C:33](Cl)=[O:34].